This data is from Peptide-MHC class I binding affinity with 185,985 pairs from IEDB/IMGT. The task is: Regression. Given a peptide amino acid sequence and an MHC pseudo amino acid sequence, predict their binding affinity value. This is MHC class I binding data. (1) The peptide sequence is KLNKMTVEL. The MHC is HLA-A02:01 with pseudo-sequence HLA-A02:01. The binding affinity (normalized) is 0.784. (2) The peptide sequence is VMETENALF. The MHC is HLA-B08:01 with pseudo-sequence HLA-B08:01. The binding affinity (normalized) is 0.0847. (3) The peptide sequence is RASHFRKLF. The MHC is HLA-A02:03 with pseudo-sequence HLA-A02:03. The binding affinity (normalized) is 0.0847.